Dataset: Forward reaction prediction with 1.9M reactions from USPTO patents (1976-2016). Task: Predict the product of the given reaction. (1) Given the reactants [N+:1]([C:4]1[CH:13]=[CH:12][CH:11]=[C:10]2[C:5]=1[CH:6]=[CH:7][C:8](Cl)=[N:9]2)([O-])=O.[CH3:15][C:16]1[O:20][C:19]([CH2:21][NH2:22])=[CH:18][CH:17]=1, predict the reaction product. The product is: [CH3:15][C:16]1[O:20][C:19]([CH2:21][NH:22][C:8]2[CH:7]=[CH:6][C:5]3[C:4]([NH2:1])=[CH:13][CH:12]=[CH:11][C:10]=3[N:9]=2)=[CH:18][CH:17]=1. (2) Given the reactants C[O:2][C:3](=[O:31])[CH2:4][C:5]1[C:9]2[CH:10]=[CH:11][C:12]([O:14][CH2:15][C:16]3[CH:20]=[C:19]([C:21]4[CH:26]=[CH:25][C:24]([C:27]([F:30])([F:29])[F:28])=[CH:23][CH:22]=4)[O:18][N:17]=3)=[CH:13][C:8]=2[O:7][CH:6]=1.[OH-].[Li+], predict the reaction product. The product is: [F:30][C:27]([F:28])([F:29])[C:24]1[CH:25]=[CH:26][C:21]([C:19]2[O:18][N:17]=[C:16]([CH2:15][O:14][C:12]3[CH:11]=[CH:10][C:9]4[C:5]([CH2:4][C:3]([OH:31])=[O:2])=[CH:6][O:7][C:8]=4[CH:13]=3)[CH:20]=2)=[CH:22][CH:23]=1. (3) Given the reactants C(C1C=C(C(C2N(C)N=C(C3C=CC=CC=3)N=2)O)C=CC=1)C.[CH3:23][N:24]1[CH:28]=[N:27][C:26]([C:29]2[CH:34]=[CH:33][CH:32]=[CH:31][CH:30]=2)=[N:25]1.[Cl:35][C:36]1[C:43]([CH2:44][CH3:45])=[CH:42][C:39]([CH:40]=[O:41])=[C:38]([F:46])[CH:37]=1, predict the reaction product. The product is: [Cl:35][C:36]1[C:43]([CH2:44][CH3:45])=[CH:42][C:39]([CH:40]([C:28]2[N:24]([CH3:23])[N:25]=[C:26]([C:29]3[CH:30]=[CH:31][CH:32]=[CH:33][CH:34]=3)[N:27]=2)[OH:41])=[C:38]([F:46])[CH:37]=1. (4) Given the reactants CSC1N=C(N)[CH:6]=[C:5](C2C=CN=CC=2)[N:4]=1.O1C=[CH:19][CH:18]=[C:17]1[C:21]1[N:26]=[C:25]([S:27]([CH3:30])(=[O:29])=[O:28])[N:24]=[C:23]([NH2:31])[CH:22]=1, predict the reaction product. The product is: [CH3:30][S:27]([C:25]1[N:24]=[C:23]([NH2:31])[CH:22]=[C:21]([C:17]2[CH:18]=[CH:19][N:4]=[CH:5][CH:6]=2)[N:26]=1)(=[O:28])=[O:29]. (5) Given the reactants C1C2C(OC([NH:17][C:18]3([C:48]([OH:50])=[O:49])[CH2:23][CH2:22][C:21]([OH:47])([C:24]4[S:25][C:26]([C:29]5[CH:34]=[C:33]([NH:35][C:36]6[N:41]=[C:40]([C:42]([F:45])([F:44])[F:43])[CH:39]=[CH:38][N:37]=6)[CH:32]=[C:31]([CH3:46])[CH:30]=5)=[CH:27][N:28]=4)[CH2:20][CH2:19]3)=O)C3C(=CC=CC=3)C=2C=CC=1.N1CCCCC1.C(O)(C(F)(F)F)=O, predict the reaction product. The product is: [NH2:17][C:18]1([C:48]([OH:50])=[O:49])[CH2:23][CH2:22][C:21]([OH:47])([C:24]2[S:25][C:26]([C:29]3[CH:34]=[C:33]([NH:35][C:36]4[N:41]=[C:40]([C:42]([F:45])([F:44])[F:43])[CH:39]=[CH:38][N:37]=4)[CH:32]=[C:31]([CH3:46])[CH:30]=3)=[CH:27][N:28]=2)[CH2:20][CH2:19]1. (6) Given the reactants [CH3:1][O:2][C:3](=[O:39])[NH:4][CH:5]([C:9]([N:11]1[CH:18]([C:19]2[NH:20][C:21]([C:24]3[CH:29]=[CH:28][C:27](B4OC(C)(C)C(C)(C)O4)=[CH:26][CH:25]=3)=[CH:22][N:23]=2)[CH2:17][C:13]2([CH2:16][CH2:15][CH2:14]2)[O:12]1)=[O:10])[CH:6]([CH3:8])[CH3:7].[CH3:40][O:41][C:42](=[O:67])[NH:43][CH:44]([C:48]([N:50]1[CH2:54][CH2:53][CH2:52][CH:51]1[C:55]1[NH:56][C:57]([C:60]2[CH:65]=[CH:64][C:63](Br)=[CH:62][CH:61]=2)=[CH:58][N:59]=1)=[O:49])[CH:45]([CH3:47])[CH3:46].C(=O)([O-])[O-].[K+].[K+], predict the reaction product. The product is: [CH3:1][O:2][C:3](=[O:39])[NH:4][CH:5]([C:9]([N:11]1[CH:18]([C:19]2[NH:20][C:21]([C:24]3[CH:29]=[CH:28][C:27]([C:63]4[CH:64]=[CH:65][C:60]([C:57]5[NH:56][C:55]([CH:51]6[CH2:52][CH2:53][CH2:54][N:50]6[C:48](=[O:49])[CH:44]([NH:43][C:42]([O:41][CH3:40])=[O:67])[CH:45]([CH3:47])[CH3:46])=[N:59][CH:58]=5)=[CH:61][CH:62]=4)=[CH:26][CH:25]=3)=[CH:22][N:23]=2)[CH2:17][C:13]2([CH2:14][CH2:15][CH2:16]2)[O:12]1)=[O:10])[CH:6]([CH3:7])[CH3:8]. (7) Given the reactants [C:1]([NH:4][C:5]1[S:6][CH:7]=[C:8]([CH:10]=[CH:11][C:12]2[CH:13]=[C:14]([CH2:18][C:19]([OH:21])=[O:20])[CH:15]=[CH:16][CH:17]=2)[N:9]=1)(=[O:3])[CH3:2], predict the reaction product. The product is: [C:1]([NH:4][C:5]1[S:6][CH:7]=[C:8]([CH2:10][CH2:11][C:12]2[CH:13]=[C:14]([CH2:18][C:19]([OH:21])=[O:20])[CH:15]=[CH:16][CH:17]=2)[N:9]=1)(=[O:3])[CH3:2]. (8) Given the reactants [OH:1][C@H:2]([C:9]1[N:10]=[C:11]([C:14](=O)[CH3:15])[NH:12][CH:13]=1)[C@H:3]([OH:8])[C@H:4]([OH:7])[CH2:5][OH:6].[C:17]([O:21][CH2:22][CH3:23])(=[O:20])[NH:18][NH2:19], predict the reaction product. The product is: [OH:1][C@H:2]([C:9]1[N:10]=[C:11](/[C:14](=[N:19]/[NH:18][C:17]([O:21][CH2:22][CH3:23])=[O:20])/[CH3:15])[NH:12][CH:13]=1)[C@H:3]([OH:8])[C@H:4]([OH:7])[CH2:5][OH:6]. (9) Given the reactants Cl[C:2]1[CH:3]=[CH:4][C:5]([C:8]#[N:9])=[N:6][CH:7]=1.C([O-])([O-])=O.[Na+].[Na+].[C:16]1(B(O)O)[CH:21]=[CH:20][CH:19]=[CH:18][CH:17]=1, predict the reaction product. The product is: [C:16]1([C:2]2[CH:3]=[CH:4][C:5]([C:8]#[N:9])=[N:6][CH:7]=2)[CH:21]=[CH:20][CH:19]=[CH:18][CH:17]=1. (10) Given the reactants Cl.[CH:2]1([CH2:5][O:6][C:7]2[CH:8]=[CH:9][C:10]3[C:14]([CH:15]=2)=[N:13][N:12]([C:16]2[CH:26]=[CH:25][C:19]([O:20][CH2:21][C@@H:22]([NH2:24])[CH3:23])=[CH:18][CH:17]=2)[CH:11]=3)[CH2:4][CH2:3]1.C[Si]([N:31]=[C:32]=[O:33])(C)C.C(N(CC)CC)C, predict the reaction product. The product is: [CH:2]1([CH2:5][O:6][C:7]2[CH:8]=[CH:9][C:10]3[C:14]([CH:15]=2)=[N:13][N:12]([C:16]2[CH:26]=[CH:25][C:19]([O:20][CH2:21][C@@H:22]([NH:24][C:32]([NH2:31])=[O:33])[CH3:23])=[CH:18][CH:17]=2)[CH:11]=3)[CH2:4][CH2:3]1.